Dataset: NCI-60 drug combinations with 297,098 pairs across 59 cell lines. Task: Regression. Given two drug SMILES strings and cell line genomic features, predict the synergy score measuring deviation from expected non-interaction effect. (1) Drug 1: CC1=C2C(C(=O)C3(C(CC4C(C3C(C(C2(C)C)(CC1OC(=O)C(C(C5=CC=CC=C5)NC(=O)OC(C)(C)C)O)O)OC(=O)C6=CC=CC=C6)(CO4)OC(=O)C)OC)C)OC. Drug 2: CCC1=CC2CC(C3=C(CN(C2)C1)C4=CC=CC=C4N3)(C5=C(C=C6C(=C5)C78CCN9C7C(C=CC9)(C(C(C8N6C)(C(=O)OC)O)OC(=O)C)CC)OC)C(=O)OC.C(C(C(=O)O)O)(C(=O)O)O. Cell line: 786-0. Synergy scores: CSS=52.2, Synergy_ZIP=-1.51, Synergy_Bliss=-1.81, Synergy_Loewe=-2.73, Synergy_HSA=3.71. (2) Cell line: RXF 393. Drug 2: CC1C(C(CC(O1)OC2CC(CC3=C2C(=C4C(=C3O)C(=O)C5=CC=CC=C5C4=O)O)(C(=O)C)O)N)O. Synergy scores: CSS=71.3, Synergy_ZIP=-0.598, Synergy_Bliss=4.72, Synergy_Loewe=7.67, Synergy_HSA=8.77. Drug 1: COC1=CC(=CC(=C1O)OC)C2C3C(COC3=O)C(C4=CC5=C(C=C24)OCO5)OC6C(C(C7C(O6)COC(O7)C8=CC=CS8)O)O. (3) Drug 1: CC(C1=C(C=CC(=C1Cl)F)Cl)OC2=C(N=CC(=C2)C3=CN(N=C3)C4CCNCC4)N. Drug 2: CN1CCC(CC1)COC2=C(C=C3C(=C2)N=CN=C3NC4=C(C=C(C=C4)Br)F)OC. Cell line: U251. Synergy scores: CSS=13.3, Synergy_ZIP=0.692, Synergy_Bliss=1.53, Synergy_Loewe=0.288, Synergy_HSA=1.66. (4) Drug 1: C1C(C(OC1N2C=NC3=C(N=C(N=C32)Cl)N)CO)O. Drug 2: C1C(C(OC1N2C=NC(=NC2=O)N)CO)O. Cell line: OVCAR-8. Synergy scores: CSS=48.8, Synergy_ZIP=-0.662, Synergy_Bliss=-0.772, Synergy_Loewe=2.15, Synergy_HSA=4.90.